Dataset: Full USPTO retrosynthesis dataset with 1.9M reactions from patents (1976-2016). Task: Predict the reactants needed to synthesize the given product. (1) The reactants are: [Cl:1][C:2]1[CH:7]=[C:6](Cl)[CH:5]=[C:4]([Cl:9])[C:3]=1[C:10]1[C:18]2[O:17][CH:16]([CH2:19][OH:20])[CH2:15][C:14]=2[CH:13]=[CH:12][CH:11]=1.[C:21]1([CH3:31])[CH:26]=[CH:25][C:24]([S:27](Cl)(=[O:29])=[O:28])=[CH:23][CH:22]=1. Given the product [CH3:31][C:21]1[CH:26]=[CH:25][C:24]([S:27]([O:20][CH2:19][CH:16]2[CH2:15][C:14]3[CH:13]=[CH:12][CH:11]=[C:10]([C:3]4[C:2]([Cl:1])=[CH:7][CH:6]=[CH:5][C:4]=4[Cl:9])[C:18]=3[O:17]2)(=[O:29])=[O:28])=[CH:23][CH:22]=1, predict the reactants needed to synthesize it. (2) Given the product [Cl:36][C:33]1[CH:32]=[CH:31][C:30]([C:19]2[N:20]([CH2:23][C@H:24]([OH:29])[C:25]([F:28])([F:27])[F:26])[C:21](=[O:22])[N:17]([CH2:16][C:15]([NH:14][CH2:13][CH:12]([NH:11][CH:48]=[O:49])[C:38]3[CH:43]=[CH:42][CH:41]=[C:40]([C:44]([F:47])([F:46])[F:45])[CH:39]=3)=[O:37])[N:18]=2)=[CH:35][CH:34]=1, predict the reactants needed to synthesize it. The reactants are: C(N(CC)C(C)C)(C)C.Cl.[NH2:11][CH:12]([C:38]1[CH:43]=[CH:42][CH:41]=[C:40]([C:44]([F:47])([F:46])[F:45])[CH:39]=1)[CH2:13][NH:14][C:15](=[O:37])[CH2:16][N:17]1[C:21](=[O:22])[N:20]([CH2:23][C@H:24]([OH:29])[C:25]([F:28])([F:27])[F:26])[C:19]([C:30]2[CH:35]=[CH:34][C:33]([Cl:36])=[CH:32][CH:31]=2)=[N:18]1.[CH:48](OC1C=CC([N+]([O-])=O)=CC=1)=[O:49].[OH-].[Li+]. (3) Given the product [CH3:1][O:2][C:3]1[CH:8]=[CH:7][C:6]([C:9]2[N:19]3[CH:20]=[CH:21][N:22]=[C:18]3[N:16]=[N:17][C:10]=2[CH3:11])=[C:5]([CH3:14])[CH:4]=1, predict the reactants needed to synthesize it. The reactants are: [CH3:1][O:2][C:3]1[CH:8]=[CH:7][C:6]([C:9](=O)[C:10](=O)[CH3:11])=[C:5]([CH3:14])[CH:4]=1.Cl.[NH:16]([C:18]1[NH:19][CH:20]=[CH:21][N:22]=1)[NH2:17]. (4) Given the product [CH2:15]([O:22][C:23]1[CH:28]=[C:27]([CH:26]=[CH:25][CH:24]=1)[O:1][C:2]1[CH:9]=[C:8]([CH3:10])[C:5]([CH:6]=[O:7])=[C:4]([O:11][CH2:12][O:13][CH3:14])[CH:3]=1)[C:16]1[CH:21]=[CH:20][CH:19]=[CH:18][CH:17]=1, predict the reactants needed to synthesize it. The reactants are: [OH:1][C:2]1[CH:9]=[C:8]([CH3:10])[C:5]([CH:6]=[O:7])=[C:4]([O:11][CH2:12][O:13][CH3:14])[CH:3]=1.[CH2:15]([O:22][C:23]1[CH:24]=[C:25](B(O)O)[CH:26]=[CH:27][CH:28]=1)[C:16]1[CH:21]=[CH:20][CH:19]=[CH:18][CH:17]=1.CCN(CC)CC. (5) Given the product [CH3:20][O:21][C:22](=[O:50])[C@H:23]([CH2:35][C:36]1[CH:41]=[CH:40][C:39]([C:4]2[C:3]([C:1](=[O:15])[NH2:2])=[CH:8][CH:7]=[CH:6][C:5]=2[C:9]#[N:10])=[CH:38][CH:37]=1)[NH:24][C:25](=[O:34])[C:26]1[C:27]([Cl:33])=[CH:28][CH:29]=[CH:30][C:31]=1[Cl:32], predict the reactants needed to synthesize it. The reactants are: [C:1]([C:3]1[CH:8]=[CH:7][CH:6]=[C:5]([C:9]#[N:10])[C:4]=1B(O)O)#[N:2].C([O-])([O-])=[O:15].[K+].[K+].[CH3:20][O:21][C:22](=[O:50])[C@H:23]([CH2:35][C:36]1[CH:41]=[CH:40][C:39](OS(C(F)(F)F)(=O)=O)=[CH:38][CH:37]=1)[NH:24][C:25](=[O:34])[C:26]1[C:31]([Cl:32])=[CH:30][CH:29]=[CH:28][C:27]=1[Cl:33].